Dataset: Peptide-MHC class I binding affinity with 185,985 pairs from IEDB/IMGT. Task: Regression. Given a peptide amino acid sequence and an MHC pseudo amino acid sequence, predict their binding affinity value. This is MHC class I binding data. The peptide sequence is LYDYKENRF. The MHC is HLA-B15:17 with pseudo-sequence HLA-B15:17. The binding affinity (normalized) is 0.0847.